Dataset: Full USPTO retrosynthesis dataset with 1.9M reactions from patents (1976-2016). Task: Predict the reactants needed to synthesize the given product. (1) Given the product [CH2:7]([O:9][C:10]1[N:15]=[CH:14][C:13]([S:16]([N:19]2[CH2:24][CH2:23][N:22]([CH2:25][CH3:26])[CH2:21][CH2:20]2)(=[O:17])=[O:18])=[CH:12][C:11]=1[C:27]1[NH:28][C:29](=[O:42])[C:30]2[C:31](=[C:33]([CH2:40][CH3:41])[N:34]([CH2:36][CH2:37][O:38][CH3:39])[N:35]=2)[N:32]=1)[CH3:8], predict the reactants needed to synthesize it. The reactants are: C(OC(=O)C)C.[CH2:7]([O:9][C:10]1[N:15]=[CH:14][C:13]([S:16]([N:19]2[CH2:24][CH2:23][N:22]([CH2:25][CH3:26])[CH2:21][CH2:20]2)(=[O:18])=[O:17])=[CH:12][C:11]=1[C:27]1[NH:28][C:29](=[O:42])[C:30]2[C:31](=[C:33]([CH2:40][CH3:41])[N:34]([CH2:36][CH2:37][O:38][CH3:39])[N:35]=2)[N:32]=1)[CH3:8].O. (2) Given the product [CH:17]1[C:18]2[C:28]3[C:23](=[CH:24][CH:25]=[CH:26][CH:27]=3)[CH:22]=[CH:21][C:19]=2[O:20][C:16]=1[C:14]([OH:15])=[O:35], predict the reactants needed to synthesize it. The reactants are: CC1N(CC(OCC)=O)C2C(C=1/C=N/N[C:14]([C:16]1[O:20][C:19]3[CH:21]=[CH:22][C:23]4[C:28]([C:18]=3[CH:17]=1)=[CH:27][CH:26]=[CH:25][CH:24]=4)=[O:15])=CC=CC=2.[OH:35]C1C=CC2C(=CC=CC=2)C=1C=O.BrCC(OCC)=O.